Dataset: Retrosynthesis with 50K atom-mapped reactions and 10 reaction types from USPTO. Task: Predict the reactants needed to synthesize the given product. (1) Given the product Cc1n[nH]c(C)c1-c1cc(-c2c(C)noc2C)cc2c1nc(C1CC1)n2C, predict the reactants needed to synthesize it. The reactants are: Cc1n[nH]c(C)c1B1OC(C)(C)C(C)(C)O1.Cc1noc(C)c1-c1cc(I)c2nc(C3CC3)n(C)c2c1. (2) Given the product Cn1cc(-c2cc3cnc(Br)cc3n2-c2ccccn2)cn1, predict the reactants needed to synthesize it. The reactants are: Brc1ccccn1.Cn1cc(-c2cc3cnc(Br)cc3[nH]2)cn1. (3) Given the product CCOc1ccc(CNc2ncc(Br)cc2N)cc1, predict the reactants needed to synthesize it. The reactants are: CCOc1ccc(CNc2ncc(Br)cc2[N+](=O)[O-])cc1.